Dataset: Forward reaction prediction with 1.9M reactions from USPTO patents (1976-2016). Task: Predict the product of the given reaction. Given the reactants [CH3:1][CH:2]1[CH2:7][CH2:6][N:5]([CH:8]2[CH2:13][CH2:12][NH:11][CH2:10][CH2:9]2)[CH2:4][CH2:3]1.[CH3:14][C:15]1[C:19]([S:20](Cl)(=[O:22])=[O:21])=[C:18]([CH3:24])[O:17][N:16]=1, predict the reaction product. The product is: [CH3:14][C:15]1[C:19]([S:20]([N:11]2[CH2:12][CH2:13][CH:8]([N:5]3[CH2:6][CH2:7][CH:2]([CH3:1])[CH2:3][CH2:4]3)[CH2:9][CH2:10]2)(=[O:22])=[O:21])=[C:18]([CH3:24])[O:17][N:16]=1.